From a dataset of Full USPTO retrosynthesis dataset with 1.9M reactions from patents (1976-2016). Predict the reactants needed to synthesize the given product. (1) Given the product [CH:3]([C:6]1[CH:11]=[CH:10][CH:9]=[CH:8][C:7]=1[O:12][CH3:15])([CH3:5])[CH3:4], predict the reactants needed to synthesize it. The reactants are: [OH-].[K+].[CH:3]([C:6]1[CH:11]=[CH:10][CH:9]=[CH:8][C:7]=1[OH:12])([CH3:5])[CH3:4].CI.[CH3:15]CN(CC)CC. (2) Given the product [CH3:42][C:43]1[CH:44]=[C:45]([CH:50]2[CH2:51][CH:52]([NH:56][C:57]([C:58]3[CH:59]=[CH:60][CH:61]=[CH:62][CH:63]=3)=[O:64])[CH2:53][N:54]([C:15]([C:9]3([NH:8][C:6](=[O:7])[O:5][C:1]([CH3:2])([CH3:3])[CH3:4])[CH2:10][CH2:11][O:12][CH2:13][CH2:14]3)=[O:17])[CH2:55]2)[CH:46]=[CH:47][C:48]=1[CH3:49], predict the reactants needed to synthesize it. The reactants are: [C:1]([O:5][C:6]([NH:8][C:9]1([C:15]([OH:17])=O)[CH2:14][CH2:13][O:12][CH2:11][CH2:10]1)=[O:7])([CH3:4])([CH3:3])[CH3:2].CN(C(ON1N=NC2C=CC=NC1=2)=[N+](C)C)C.F[P-](F)(F)(F)(F)F.[CH3:42][C:43]1[CH:44]=[C:45]([CH:50]2[CH2:55][NH:54][CH2:53][CH:52]([NH:56][C:57](=[O:64])[C:58]3[CH:63]=[CH:62][CH:61]=[CH:60][CH:59]=3)[CH2:51]2)[CH:46]=[CH:47][C:48]=1[CH3:49]. (3) Given the product [CH3:11][O:12][C:13](=[O:16])[CH2:14][O:10][C:5]1[CH:6]=[CH:7][CH:8]=[C:9]2[C:4]=1[CH2:3][CH2:2][CH2:1]2, predict the reactants needed to synthesize it. The reactants are: [CH2:1]1[C:9]2[CH:8]=[CH:7][CH:6]=[C:5]([OH:10])[C:4]=2[CH2:3][CH2:2]1.[CH3:11][O:12][C:13](=[O:16])[CH2:14]Br. (4) The reactants are: [NH2:1][C:2]1[S:3][CH:4]=[C:5]([CH2:7][C:8]([O:10][CH2:11][CH3:12])=[O:9])[N:6]=1.[Cl:13][C:14]1[C:22]2[C:18](=[N:19][O:20][N:21]=2)[C:17]([S:23](Cl)(=[O:25])=[O:24])=[CH:16][CH:15]=1. Given the product [Cl:13][C:14]1[C:22]2=[N:21][O:20][N:19]=[C:18]2[C:17]([S:23]([NH:1][C:2]2[S:3][CH:4]=[C:5]([CH2:7][C:8]([O:10][CH2:11][CH3:12])=[O:9])[N:6]=2)(=[O:24])=[O:25])=[CH:16][CH:15]=1, predict the reactants needed to synthesize it. (5) Given the product [C:16]1([C:3]2[CH:4]=[C:5]([CH:8]3[CH2:9][C:10](=[O:15])[NH:11][C:12](=[O:14])[CH2:13]3)[CH:6]=[CH:7][C:2]=2[NH:1][C:62]([C:51]2[N:52]([CH2:54][O:55][CH2:56][CH2:57][Si:58]([CH3:61])([CH3:60])[CH3:59])[CH:53]=[C:49]([C:47]#[N:48])[N:50]=2)=[O:63])[CH2:21][CH2:20][CH2:19][CH2:18][CH:17]=1, predict the reactants needed to synthesize it. The reactants are: [NH2:1][C:2]1[CH:7]=[CH:6][C:5]([CH:8]2[CH2:13][C:12](=[O:14])[NH:11][C:10](=[O:15])[CH2:9]2)=[CH:4][C:3]=1[C:16]1[CH2:21][CH2:20][CH2:19][CH2:18][CH:17]=1.C1CN([P+](Br)(N2CCCC2)N2CCCC2)CC1.F[P-](F)(F)(F)(F)F.[K+].[C:47]([C:49]1[N:50]=[C:51]([C:62]([O-])=[O:63])[N:52]([CH2:54][O:55][CH2:56][CH2:57][Si:58]([CH3:61])([CH3:60])[CH3:59])[CH:53]=1)#[N:48].CCN(C(C)C)C(C)C. (6) Given the product [CH3:1][C@H:2]1[C@@H:7]([CH3:8])[NH:6][CH2:5][CH2:4][N:3]1[C:20]([O:22][CH2:23][C:24]1[CH:29]=[CH:28][CH:27]=[CH:26][CH:25]=1)=[O:21], predict the reactants needed to synthesize it. The reactants are: [CH3:1][C@H:2]1[C@@H:7]([CH3:8])[NH:6][CH2:5][CH2:4][NH:3]1.CS(O)(=O)=O.C([O-])(=O)C.[K+].Cl[C:20]([O:22][CH2:23][C:24]1[CH:29]=[CH:28][CH:27]=[CH:26][CH:25]=1)=[O:21]. (7) Given the product [F:29][C:30]([F:45])([F:44])[C:31]1[CH:32]=[C:33]([C:34]([N:8]2[CH2:13][CH2:12][C@H:11]([N:23]3[CH2:28][CH2:27][O:26][CH2:25][CH2:24]3)[C@H:10]([C:15]3[CH:20]=[CH:19][C:18]([Cl:21])=[C:17]([F:22])[CH:16]=3)[CH2:9]2)=[O:35])[CH:37]=[C:38]([C:40]([F:43])([F:42])[F:41])[CH:39]=1, predict the reactants needed to synthesize it. The reactants are: C([N:8]1[CH2:13][CH2:12][C:11](=O)[CH:10]([C:15]2[CH:20]=[CH:19][C:18]([Cl:21])=[C:17]([F:22])[CH:16]=2)[CH2:9]1)C1C=CC=CC=1.[NH:23]1[CH2:28][CH2:27][O:26][CH2:25][CH2:24]1.[F:29][C:30]([F:45])([F:44])[C:31]1[CH:32]=[C:33]([CH:37]=[C:38]([C:40]([F:43])([F:42])[F:41])[CH:39]=1)[C:34](Cl)=[O:35]. (8) Given the product [Br:1][C:2]1[CH:3]=[CH:4][CH:5]=[C:6]2[C:11]=1[O:10][CH2:9][CH2:8][CH:7]2[CH2:12][OH:13], predict the reactants needed to synthesize it. The reactants are: [Br:1][C:2]1[CH:3]=[CH:4][CH:5]=[C:6]2[C:11]=1[O:10][CH2:9][CH2:8][CH:7]2[C:12](O)=[O:13]. (9) Given the product [C:15]1([C:11]2[CH:10]=[C:9]([O:8][C:7]3[CH:6]=[CH:5][C:4]([NH2:1])=[CH:22][CH:21]=3)[CH:14]=[CH:13][N:12]=2)[CH:16]=[CH:17][CH:18]=[CH:19][CH:20]=1, predict the reactants needed to synthesize it. The reactants are: [N+:1]([C:4]1[CH:22]=[CH:21][C:7]([O:8][C:9]2[CH:14]=[CH:13][N:12]=[C:11]([C:15]3[CH:20]=[CH:19][CH:18]=[CH:17][CH:16]=3)[CH:10]=2)=[CH:6][CH:5]=1)([O-])=O.[Cl-].[NH4+].C(O)C.CN(C)C=O. (10) Given the product [CH3:1][CH:2]1[N:7]2[C:8]3[N:14]=[C:13]([C:15]([OH:17])=[O:16])[CH:12]=[CH:11][C:9]=3[CH:10]=[C:6]2[C:5](=[O:18])[NH:4][CH2:3]1, predict the reactants needed to synthesize it. The reactants are: [CH3:1][CH:2]1[N:7]2[C:8]3[N:14]=[C:13]([C:15]([O-:17])=[O:16])[CH:12]=[CH:11][C:9]=3[CH:10]=[C:6]2[C:5](=[O:18])[NH:4][CH2:3]1.[OH-].[Na+].Cl.